This data is from Peptide-MHC class I binding affinity with 185,985 pairs from IEDB/IMGT. The task is: Regression. Given a peptide amino acid sequence and an MHC pseudo amino acid sequence, predict their binding affinity value. This is MHC class I binding data. (1) The peptide sequence is WMYRQQNPI. The MHC is HLA-A02:02 with pseudo-sequence HLA-A02:02. The binding affinity (normalized) is 0.707. (2) The peptide sequence is GLMWLSYFVA. The MHC is HLA-A02:03 with pseudo-sequence HLA-A02:03. The binding affinity (normalized) is 0.615. (3) The peptide sequence is SAIMVASDV. The MHC is HLA-A02:06 with pseudo-sequence HLA-A02:06. The binding affinity (normalized) is 0.347. (4) The peptide sequence is SEIDLILGY. The MHC is Patr-B1301 with pseudo-sequence Patr-B1301. The binding affinity (normalized) is 0.180. (5) The peptide sequence is IPRRIRQGF. The binding affinity (normalized) is 0.710. The MHC is HLA-B42:01 with pseudo-sequence HLA-B42:01. (6) The peptide sequence is VSSLVKNVNK. The binding affinity (normalized) is 0.524. The MHC is HLA-A03:01 with pseudo-sequence HLA-A03:01.